Dataset: Peptide-MHC class I binding affinity with 185,985 pairs from IEDB/IMGT. Task: Regression. Given a peptide amino acid sequence and an MHC pseudo amino acid sequence, predict their binding affinity value. This is MHC class I binding data. (1) The peptide sequence is LLHDIGKPV. The MHC is HLA-B35:01 with pseudo-sequence HLA-B35:01. The binding affinity (normalized) is 0.0847. (2) The peptide sequence is RRIYDLIEL. The MHC is HLA-A31:01 with pseudo-sequence HLA-A31:01. The binding affinity (normalized) is 0.